Predict the product of the given reaction. From a dataset of Forward reaction prediction with 1.9M reactions from USPTO patents (1976-2016). (1) Given the reactants [C:1]([OH:6])(=O)[CH2:2][CH2:3][CH3:4].[NH2:7][C:8]1[CH2:13][CH2:12][CH2:11][C:10](=[O:14])[CH:9]=1.CN(C1C=CC=CN=1)C.C(N(C(C)C)CC)(C)C.C(N=C=NCCCN(C)C)C, predict the reaction product. The product is: [O:14]=[C:10]1[CH2:11][CH2:12][CH2:13][C:8]([NH:7][C:1](=[O:6])[CH2:2][CH2:3][CH3:4])=[CH:9]1. (2) Given the reactants [Cl:1][C:2]1[CH:21]=[CH:20][CH:19]=[C:18]([Cl:22])[C:3]=1[CH2:4][CH:5]1[NH:10][C:9]([CH3:11])=[C:8]([C:12]([O:14][CH2:15][CH3:16])=[O:13])[C:7](=[O:17])[CH2:6]1.ClC1C(=O)C(C#N)=C(C#N)C(=O)C=1Cl, predict the reaction product. The product is: [Cl:1][C:2]1[CH:21]=[CH:20][CH:19]=[C:18]([Cl:22])[C:3]=1[CH2:4][C:5]1[NH:10][C:9]([CH3:11])=[C:8]([C:12]([O:14][CH2:15][CH3:16])=[O:13])[C:7](=[O:17])[CH:6]=1. (3) Given the reactants [C:1]([C:3]1[C:12]2[C:7](=[CH:8][CH:9]=[CH:10][CH:11]=2)[C:6]([NH:13][C@H:14]([C@H:27]([OH:29])[CH3:28])[C:15]([NH:17][NH:18][C:19](=O)[C:20]2[CH:25]=[CH:24][CH:23]=[CH:22][CH:21]=2)=[O:16])=[CH:5][CH:4]=1)#[N:2].C(NP1(N(CC)CC)N(C)CCCN1C)(C)(C)C, predict the reaction product. The product is: [OH:29][C@H:27]([CH3:28])[C@@H:14]([NH:13][C:6]1[C:7]2[C:12](=[CH:11][CH:10]=[CH:9][CH:8]=2)[C:3]([C:1]#[N:2])=[CH:4][CH:5]=1)[C:15]1[O:16][C:19]([C:20]2[CH:21]=[CH:22][CH:23]=[CH:24][CH:25]=2)=[N:18][N:17]=1. (4) The product is: [Cl:1][C:2]1[CH:3]=[C:4]([N:10]2[C:14]([CH3:15])=[C:13]([CH2:16][C:17]3[CH:18]=[CH:19][C:20]([C:21]([NH:27][CH2:28][C:29]4[CH:34]=[CH:33][CH:32]=[CH:31][N:30]=4)=[O:22])=[CH:24][CH:25]=3)[C:12]([CH3:26])=[N:11]2)[CH:5]=[CH:6][C:7]=1[C:8]#[N:9]. Given the reactants [Cl:1][C:2]1[CH:3]=[C:4]([N:10]2[C:14]([CH3:15])=[C:13]([CH2:16][C:17]3[CH:25]=[CH:24][C:20]([C:21](O)=[O:22])=[CH:19][CH:18]=3)[C:12]([CH3:26])=[N:11]2)[CH:5]=[CH:6][C:7]=1[C:8]#[N:9].[NH2:27][CH2:28][C:29]1[CH:34]=[CH:33][CH:32]=[CH:31][N:30]=1, predict the reaction product. (5) Given the reactants Br[CH2:2][C:3]1[CH:4]=[C:5]([C:11]2[S:12][CH:13]=[CH:14][CH:15]=2)[CH:6]=[CH:7][C:8]=1[O:9][CH3:10].[C:16]([Si:20]([CH3:36])([CH3:35])[O:21][CH:22]([C:25]1[C:30]([O:31][CH3:32])=[CH:29][CH:28]=[CH:27][C:26]=1[O:33][CH3:34])[C:23]#[N:24])([CH3:19])([CH3:18])[CH3:17].NCCN(CCN)CCN.[Br-], predict the reaction product. The product is: [C:16]([Si:20]([CH3:36])([CH3:35])[O:21][C:22]([C:25]1[C:30]([O:31][CH3:32])=[CH:29][CH:28]=[CH:27][C:26]=1[O:33][CH3:34])([CH2:2][C:3]1[CH:4]=[C:5]([C:11]2[S:12][CH:13]=[CH:14][CH:15]=2)[CH:6]=[CH:7][C:8]=1[O:9][CH3:10])[C:23]#[N:24])([CH3:19])([CH3:18])[CH3:17]. (6) Given the reactants O=[C:2]1C2C3C(C(OC)=O)=CC=CC=3NC=2CN[CH2:3]1.C(=O)CC.[CH3:23][N:24]1[CH2:36][C:35]2[NH:34][C:33]3[CH:32]=[CH:31][CH:30]=[C:29]4[C:37](=[O:40])[NH:38][N:39]=[C:26]([C:27]=2[C:28]=34)[CH2:25]1, predict the reaction product. The product is: [CH2:23]([N:24]1[CH2:36][C:35]2[NH:34][C:33]3[CH:32]=[CH:31][CH:30]=[C:29]4[C:37](=[O:40])[NH:38][N:39]=[C:26]([C:27]=2[C:28]=34)[CH2:25]1)[CH2:2][CH3:3]. (7) Given the reactants C(O[C:6]([N:8]1[CH2:12][C:11](=[N:13][O:14][CH3:15])[CH2:10][C@H:9]1[C:16]([OH:18])=O)=[O:7])(C)(C)C.[N:19]([C:22]1[CH:27]=[CH:26][CH:25]=[C:24]([O:28][CH3:29])[CH:23]=1)=C=O.[S:30]1[CH:34]=[CH:33][CH:32]=[C:31]1[CH2:35][NH2:36], predict the reaction product. The product is: [CH3:15][O:14][N:13]=[C:11]1[CH2:12][N:8]([C:6]([NH:19][C:22]2[CH:27]=[CH:26][CH:25]=[C:24]([O:28][CH3:29])[CH:23]=2)=[O:7])[C@H:9]([C:16]([NH:36][CH2:35][C:31]2[S:30][CH:34]=[CH:33][CH:32]=2)=[O:18])[CH2:10]1.